From a dataset of Forward reaction prediction with 1.9M reactions from USPTO patents (1976-2016). Predict the product of the given reaction. (1) Given the reactants Cl[C:2]1[CH:11]=[C:10]2[C:5]([CH:6]=[C:7]([C:13]3[C:14]([F:21])=[CH:15][C:16]([F:20])=[C:17]([NH2:19])[CH:18]=3)[C:8]([CH3:12])=[N:9]2)=[CH:4][N:3]=1.[CH3:22][NH2:23], predict the reaction product. The product is: [NH2:19][C:17]1[C:16]([F:20])=[CH:15][C:14]([F:21])=[C:13]([C:7]2[C:8]([CH3:12])=[N:9][C:10]3[C:5]([CH:6]=2)=[CH:4][N:3]=[C:2]([NH:23][CH3:22])[CH:11]=3)[CH:18]=1. (2) The product is: [CH2:1]([N:8]1[C:23](=[O:24])[CH2:22][O:14][CH2:13][C@H:9]1[C:10]([OH:12])=[O:11])[C:2]1[CH:7]=[CH:6][CH:5]=[CH:4][CH:3]=1. Given the reactants [CH2:1]([NH:8][C@@H:9]([CH2:13][OH:14])[C:10]([OH:12])=[O:11])[C:2]1[CH:7]=[CH:6][CH:5]=[CH:4][CH:3]=1.C(=O)([O-])[O-].[K+].[K+].Cl[CH2:22][C:23](Cl)=[O:24].[OH-].[Na+], predict the reaction product. (3) Given the reactants [F:1][C:2]1[C:3]([CH3:9])=[C:4]([NH2:8])[CH:5]=[CH:6][CH:7]=1.[C:10](OC(=O)C)(=[O:12])[CH3:11], predict the reaction product. The product is: [F:1][C:2]1[C:3]([CH3:9])=[C:4]([NH:8][C:10](=[O:12])[CH3:11])[CH:5]=[CH:6][CH:7]=1. (4) Given the reactants FC1[CH:3]=[CH:4][C:5]([N+:9]([O-:11])=[O:10])=[C:6]([NH2:8])[CH:7]=1.[CH3:12][Si]([N-][Si](C)(C)C)(C)C.[K+].OC1C=[C:25]([C:29]([NH:31][CH3:32])=O)[CH:26]=[CH:27]C=1.[C:33](=[O:36])([O-])[O-].[K+].[K+].[CH3:39][N:40](C)[CH:41]=[O:42], predict the reaction product. The product is: [CH3:39][NH:40][C:41]([C:29]1[CH:25]=[C:26]([O:36][C:33]2[CH:3]=[CH:4][C:5]([N+:9]([O-:11])=[O:10])=[C:6]([NH:8][CH3:12])[CH:7]=2)[CH:27]=[CH:32][N:31]=1)=[O:42]. (5) Given the reactants [H-].[Na+].C1COCC1.[Br:8][C:9]1[CH:17]=[CH:16][CH:15]=[C:14]2[C:10]=1[CH:11]=[CH:12][NH:13]2.[C:18]1([S:24](Cl)(=[O:26])=[O:25])[CH:23]=[CH:22][CH:21]=[CH:20][CH:19]=1, predict the reaction product. The product is: [Br:8][C:9]1[CH:17]=[CH:16][CH:15]=[C:14]2[C:10]=1[CH:11]=[CH:12][N:13]2[S:24]([C:18]1[CH:23]=[CH:22][CH:21]=[CH:20][CH:19]=1)(=[O:26])=[O:25].